From a dataset of Forward reaction prediction with 1.9M reactions from USPTO patents (1976-2016). Predict the product of the given reaction. (1) Given the reactants [CH2:1]([O:8][C@@H:9]1[C@@H:14]([O:15][CH2:16][C:17]2[CH:22]=[CH:21][CH:20]=[CH:19][CH:18]=2)[C@H:13]([O:23][CH2:24][C:25]2[CH:30]=[CH:29][CH:28]=[CH:27][CH:26]=2)[C@@H:12](COS(C2C=CC(C)=CC=2)(=O)=O)[O:11][C@@H:10]1[O:43][CH2:44][CH2:45][CH2:46][OH:47])[C:2]1[CH:7]=[CH:6][CH:5]=[CH:4][CH:3]=1.[C:48]([O-])(=[S:50])[CH3:49].[K+].O.[CH3:54]N(C=O)C, predict the reaction product. The product is: [CH2:1]([O:8][C@@H:9]1[C@@H:14]([O:15][CH2:16][C:17]2[CH:22]=[CH:21][CH:20]=[CH:19][CH:18]=2)[C@H:13]([O:23][CH2:24][C:25]2[CH:26]=[CH:27][CH:28]=[CH:29][CH:30]=2)[C@@H:12]([CH2:49][C:48](=[S:50])[CH3:54])[O:11][C@@H:10]1[O:43][CH2:44][CH2:45][CH2:46][OH:47])[C:2]1[CH:7]=[CH:6][CH:5]=[CH:4][CH:3]=1. (2) Given the reactants C(OC(=O)[NH:7][CH2:8][CH2:9][CH:10]1[CH2:15][CH2:14][N:13]([C:16]2[C:25]3[C:20](=[CH:21][CH:22]=[C:23]([O:26][CH3:27])[CH:24]=3)[N:19]=[CH:18][CH:17]=2)[CH2:12][CH2:11]1)(C)(C)C.C(O)(C(F)(F)F)=O, predict the reaction product. The product is: [CH3:27][O:26][C:23]1[CH:24]=[C:25]2[C:20](=[CH:21][CH:22]=1)[N:19]=[CH:18][CH:17]=[C:16]2[N:13]1[CH2:14][CH2:15][CH:10]([CH2:9][CH2:8][NH2:7])[CH2:11][CH2:12]1. (3) Given the reactants C(NC(C)C)(C)C.[Li]CCCC.[CH3:13][O:14][C:15]1[CH:20]=[CH:19][CH:18]=[CH:17][N:16]=1.[B:21](OC(C)C)([O:26]C(C)C)[O:22]C(C)C, predict the reaction product. The product is: [CH3:13][O:14][C:15]1[C:20]([B:21]([OH:26])[OH:22])=[CH:19][CH:18]=[CH:17][N:16]=1.